From a dataset of NCI-60 drug combinations with 297,098 pairs across 59 cell lines. Regression. Given two drug SMILES strings and cell line genomic features, predict the synergy score measuring deviation from expected non-interaction effect. (1) Drug 1: C1C(C(OC1N2C=C(C(=O)NC2=O)F)CO)O. Drug 2: CC1=C2C(C(=O)C3(C(CC4C(C3C(C(C2(C)C)(CC1OC(=O)C(C(C5=CC=CC=C5)NC(=O)OC(C)(C)C)O)O)OC(=O)C6=CC=CC=C6)(CO4)OC(=O)C)O)C)O. Cell line: HS 578T. Synergy scores: CSS=28.1, Synergy_ZIP=-0.336, Synergy_Bliss=0.562, Synergy_Loewe=-14.0, Synergy_HSA=1.46. (2) Drug 1: CN(CC1=CN=C2C(=N1)C(=NC(=N2)N)N)C3=CC=C(C=C3)C(=O)NC(CCC(=O)O)C(=O)O. Drug 2: CN(C(=O)NC(C=O)C(C(C(CO)O)O)O)N=O. Cell line: OVCAR-4. Synergy scores: CSS=26.5, Synergy_ZIP=-2.74, Synergy_Bliss=-3.36, Synergy_Loewe=-56.4, Synergy_HSA=-3.76. (3) Drug 1: CCCS(=O)(=O)NC1=C(C(=C(C=C1)F)C(=O)C2=CNC3=C2C=C(C=N3)C4=CC=C(C=C4)Cl)F. Drug 2: CC1C(C(=O)NC(C(=O)N2CCCC2C(=O)N(CC(=O)N(C(C(=O)O1)C(C)C)C)C)C(C)C)NC(=O)C3=C4C(=C(C=C3)C)OC5=C(C(=O)C(=C(C5=N4)C(=O)NC6C(OC(=O)C(N(C(=O)CN(C(=O)C7CCCN7C(=O)C(NC6=O)C(C)C)C)C)C(C)C)C)N)C. Cell line: SK-MEL-28. Synergy scores: CSS=27.4, Synergy_ZIP=3.10, Synergy_Bliss=3.33, Synergy_Loewe=2.02, Synergy_HSA=2.07.